This data is from In vitro SARS-CoV-2 activity screen of 1,480 approved drugs from Prestwick library. The task is: Binary Classification. Given a drug SMILES string, predict its activity (active/inactive) in a high-throughput screening assay against a specified biological target. The molecule is CNS(=O)(=O)Cc1ccc2[nH]cc(CCN(C)C)c2c1.O=C(O)CCC(=O)O. The result is 0 (inactive).